The task is: Predict the reactants needed to synthesize the given product.. This data is from Full USPTO retrosynthesis dataset with 1.9M reactions from patents (1976-2016). (1) Given the product [CH3:26][O:25][C:22]1[CH:23]=[CH:24][C:19]([S:16]([N:13]2[CH2:14][CH2:15][N:10]([CH:8]([C:5]3[N:4]=[C:3]([N:27]4[CH2:32][CH2:31][CH2:30][CH2:29][CH2:28]4)[C:2]([C:33]4[CH:38]=[CH:37][CH:36]=[CH:35][CH:34]=4)=[CH:7][N:6]=3)[CH3:9])[CH2:11][CH2:12]2)(=[O:18])=[O:17])=[CH:20][CH:21]=1, predict the reactants needed to synthesize it. The reactants are: Br[C:2]1[C:3]([N:27]2[CH2:32][CH2:31][CH2:30][CH2:29][CH2:28]2)=[N:4][C:5]([CH:8]([N:10]2[CH2:15][CH2:14][N:13]([S:16]([C:19]3[CH:24]=[CH:23][C:22]([O:25][CH3:26])=[CH:21][CH:20]=3)(=[O:18])=[O:17])[CH2:12][CH2:11]2)[CH3:9])=[N:6][CH:7]=1.[C:33]1(P([C:33]2[CH:38]=[CH:37][CH:36]=[CH:35][CH:34]=2)[C:33]2[CH:38]=[CH:37][CH:36]=[CH:35][CH:34]=2)[CH:38]=[CH:37][CH:36]=[CH:35][CH:34]=1.C([O-])([O-])=O.[K+].[K+]. (2) Given the product [CH2:15]([N:1]1[CH:8]=[CH:7][C:5](=[O:6])[NH:4][C:2]1=[O:3])[C:16]1[CH:21]=[CH:20][CH:19]=[CH:18][CH:17]=1, predict the reactants needed to synthesize it. The reactants are: [NH:1]1[CH:8]=[CH:7][C:5](=[O:6])[NH:4][C:2]1=[O:3].C(=O)([O-])[O-].[K+].[K+].[CH2:15](Br)[C:16]1[CH:21]=[CH:20][CH:19]=[CH:18][CH:17]=1.